Dataset: Full USPTO retrosynthesis dataset with 1.9M reactions from patents (1976-2016). Task: Predict the reactants needed to synthesize the given product. (1) Given the product [Cl:6][C:7]1[CH:8]=[C:9]([OH:17])[C:10]([OH:16])=[C:11]([CH:15]=1)[C:12]([O:14][CH3:18])=[O:13], predict the reactants needed to synthesize it. The reactants are: S(=O)(=O)(O)O.[Cl:6][C:7]1[CH:8]=[C:9]([OH:17])[C:10]([OH:16])=[C:11]([CH:15]=1)[C:12]([OH:14])=[O:13].[CH3:18]O. (2) Given the product [NH2:8][C:5]1[CH:6]=[CH:7][C:2]([F:1])=[C:3]([C:11]2[N:18]=[CH:17][CH:16]=[CH:15][C:12]=2[C:13]#[N:14])[CH:4]=1, predict the reactants needed to synthesize it. The reactants are: [F:1][C:2]1[CH:7]=[CH:6][C:5]([N+:8]([O-])=O)=[CH:4][C:3]=1[C:11]1[N:18]=[CH:17][CH:16]=[CH:15][C:12]=1[C:13]#[N:14].C(OCC)(=O)C.[H][H].